From a dataset of Forward reaction prediction with 1.9M reactions from USPTO patents (1976-2016). Predict the product of the given reaction. Given the reactants C([O:5][C:6](=[O:21])[CH2:7][O:8][C:9]1[S:10][CH:11]=[C:12]([C:14]2[CH:19]=[CH:18][C:17]([F:20])=[CH:16][CH:15]=2)[N:13]=1)(C)(C)C.[C:22]([OH:28])([C:24]([F:27])([F:26])[F:25])=[O:23], predict the reaction product. The product is: [F:25][C:24]([F:27])([F:26])[C:22]([OH:28])=[O:23].[F:20][C:17]1[CH:16]=[CH:15][C:14]([C:12]2[N:13]=[C:9]([O:8][CH2:7][C:6]([OH:21])=[O:5])[S:10][CH:11]=2)=[CH:19][CH:18]=1.